From a dataset of Reaction yield outcomes from USPTO patents with 853,638 reactions. Predict the reaction yield, written as a fraction of the theoretical maximum amount of product (1.0 means a 100% yield; for example, 0.34 means a 34% yield). (1) The reactants are [CH:1](=O)[C:2]1[C:3](=[CH:5][CH:6]=[CH:7][CH:8]=1)[OH:4].[CH:10]([NH:13][OH:14])([CH3:12])[CH3:11]. No catalyst specified. The product is [OH:4][C:3]1[CH:5]=[CH:6][CH:7]=[CH:8][C:2]=1/[CH:1]=[N+:13](\[O-:14])/[CH:10]([CH3:12])[CH3:11]. The yield is 0.970. (2) The reactants are [Cl:1][C:2]1[N:7]=C(Cl)[C:5]([CH2:9][C:10]([O:12][CH3:13])=[O:11])=[C:4]([CH3:14])[N:3]=1.COCCOC.B(O)(O)[C:22]1[CH:23]=[CH:24][C:25]([CH3:28])=[CH:26][CH:27]=1.C(N(C(C)C)CC)(C)C. The product is [Cl:1][C:2]1[N:3]=[C:4]([CH3:14])[C:5]([CH2:9][C:10]([O:12][CH3:13])=[O:11])=[C:28]([C:25]2[CH:24]=[CH:23][CH:22]=[CH:27][CH:26]=2)[N:7]=1. The yield is 0.610. The catalyst is [Pd].C1(P(C2C=CC=CC=2)C2C=CC=CC=2)C=CC=CC=1.C1(P(C2C=CC=CC=2)C2C=CC=CC=2)C=CC=CC=1.C1(P(C2C=CC=CC=2)C2C=CC=CC=2)C=CC=CC=1.C1(P(C2C=CC=CC=2)C2C=CC=CC=2)C=CC=CC=1.O. (3) The reactants are [C@@H]1([N:10]2[C:20]3[N:19]=[C:17]([NH2:18])[NH:16][C:14](=[O:15])[C:13]=3[N:12]=[CH:11]2)O[C@H](CO)[C@@H](O)[C@H]1O.[CH2:21](Br)[CH:22]=[CH2:23].Cl.[OH-].[Na+]. The catalyst is CO.CS(C)=O. The product is [NH2:18][C:17]1[NH:16][C:14](=[O:15])[C:13]2[N:12]([CH2:23][CH:22]=[CH2:21])[CH:11]=[N:10][C:20]=2[N:19]=1. The yield is 1.19. (4) The reactants are Br[C:2]1[C:7](=[O:8])[N:6]([CH2:9][C:10]2[CH:15]=[CH:14][C:13]([C:16]3[C:17]([C:22]#[N:23])=[CH:18][CH:19]=[CH:20][CH:21]=3)=[CH:12][C:11]=2[F:24])[C:5]([CH2:25][CH2:26][CH3:27])=[N:4][C:3]=1[CH3:28].[CH:29]1([CH2:32][O:33][C:34]2[N:39]=[CH:38][C:37](B(O)O)=[CH:36][CH:35]=2)[CH2:31][CH2:30]1.C(=O)([O-])[O-].[Cs+].[Cs+].O1CCOCC1. The catalyst is C(OCC)(=O)C.C1C=CC(P(C2C=CC=CC=2)[C-]2C=CC=C2)=CC=1.C1C=CC(P(C2C=CC=CC=2)[C-]2C=CC=C2)=CC=1.Cl[Pd]Cl.[Fe+2].ClCCl. The product is [CH:29]1([CH2:32][O:33][C:34]2[N:39]=[CH:38][C:37]([C:2]3[C:7](=[O:8])[N:6]([CH2:9][C:10]4[CH:15]=[CH:14][C:13]([C:16]5[C:17]([C:22]#[N:23])=[CH:18][CH:19]=[CH:20][CH:21]=5)=[CH:12][C:11]=4[F:24])[C:5]([CH2:25][CH2:26][CH3:27])=[N:4][C:3]=3[CH3:28])=[CH:36][CH:35]=2)[CH2:30][CH2:31]1. The yield is 0.910. (5) The yield is 0.290. The catalyst is CN(C=O)C. The reactants are [F:1][C:2]1[C:32]([F:33])=[CH:31][C:5]2[NH:6][C:7]([CH2:9][CH:10]3[CH2:15][CH2:14][CH2:13][CH2:12][N:11]3[C:16]([C:18]3[N:19]=[C:20]([CH3:30])[S:21][C:22]=3[C:23]3[CH:28]=[CH:27][C:26]([F:29])=[CH:25][CH:24]=3)=[O:17])=[N:8][C:4]=2[CH:3]=1.[H-].[Na+].Br[CH2:37][CH2:38][OH:39].C(=O)([O-])[O-].[K+].[K+].C(N(CC)C(C)C)(C)C. The product is [F:1][C:2]1[C:32]([F:33])=[CH:31][C:5]2[N:6]([CH2:37][CH2:38][OH:39])[C:7]([CH2:9][CH:10]3[CH2:15][CH2:14][CH2:13][CH2:12][N:11]3[C:16]([C:18]3[N:19]=[C:20]([CH3:30])[S:21][C:22]=3[C:23]3[CH:28]=[CH:27][C:26]([F:29])=[CH:25][CH:24]=3)=[O:17])=[N:8][C:4]=2[CH:3]=1. (6) The reactants are [C:1]([O:5][C:6]([NH:8][C@H:9]1[CH2:14][C@@H:13]([C:15]([F:18])([F:17])[F:16])[CH2:12][N:11](C(OCC2C=CC=CC=2)=O)[CH2:10]1)=[O:7])([CH3:4])([CH3:3])[CH3:2].[H][H]. The catalyst is CO.[Pd]. The product is [F:18][C:15]([F:16])([F:17])[C@H:13]1[CH2:12][NH:11][CH2:10][C@@H:9]([NH:8][C:6](=[O:7])[O:5][C:1]([CH3:2])([CH3:3])[CH3:4])[CH2:14]1. The yield is 1.00. (7) The reactants are [F:1][C:2]1[CH:3]=[C:4]([CH:22]=[C:23]([C:25]([F:28])([F:27])[F:26])[CH:24]=1)[CH2:5][C@H:6]1[CH2:11][C@@H:10]([C:12]2[O:16][NH:15][C:14](=[O:17])[CH:13]=2)[CH2:9][CH2:8][N:7]1C(OC)=O.Br. No catalyst specified. The product is [F:1][C:2]1[CH:3]=[C:4]([CH:22]=[C:23]([C:25]([F:27])([F:26])[F:28])[CH:24]=1)[CH2:5][C@H:6]1[CH2:11][C@@H:10]([C:12]2[O:16][NH:15][C:14](=[O:17])[CH:13]=2)[CH2:9][CH2:8][NH:7]1. The yield is 0.620. (8) The reactants are [C:1]([C:5]1[CH:46]=[CH:45][C:8]([C:9]([NH:11][C:12]2[C:13]([CH3:44])=[C:14]([C:18]3[N:23]=[C:22]([NH:24][C:25]4[CH:30]=[CH:29][C:28]([CH:31]([N:37]([CH:39]([CH3:41])[CH3:40])[CH3:38])[C:32]([O:34]CC)=[O:33])=[CH:27][CH:26]=4)[C:21](=[O:42])[N:20]([CH3:43])[CH:19]=3)[CH:15]=[CH:16][CH:17]=2)=[O:10])=[CH:7][CH:6]=1)([CH3:4])([CH3:3])[CH3:2].C1COCC1.[OH-].[Li+].C(O)(=O)CC(CC(O)=O)(C(O)=O)O. The catalyst is O.C(O)C. The product is [C:1]([C:5]1[CH:6]=[CH:7][C:8]([C:9]([NH:11][C:12]2[C:13]([CH3:44])=[C:14]([C:18]3[N:23]=[C:22]([NH:24][C:25]4[CH:30]=[CH:29][C:28]([CH:31]([N:37]([CH:39]([CH3:40])[CH3:41])[CH3:38])[C:32]([OH:34])=[O:33])=[CH:27][CH:26]=4)[C:21](=[O:42])[N:20]([CH3:43])[CH:19]=3)[CH:15]=[CH:16][CH:17]=2)=[O:10])=[CH:45][CH:46]=1)([CH3:2])([CH3:3])[CH3:4]. The yield is 0.550. (9) The catalyst is Cl.CC(C)=O.Cl[Cu]. The reactants are [Br:1][C:2]1[CH:8]=[CH:7][C:5](N)=[C:4]([F:9])[CH:3]=1.N([O-])=O.[Na+].[C:14]1(=[O:20])[NH:18][C:17](=[O:19])[CH:16]=[CH:15]1.C([O-])(=O)C.[Na+]. The product is [Br:1][C:2]1[CH:8]=[CH:7][C:5]([C:16]2[C:17](=[O:19])[NH:18][C:14](=[O:20])[CH:15]=2)=[C:4]([F:9])[CH:3]=1. The yield is 0.180. (10) The reactants are [F:1][C:2]1[CH:7]=[C:6]([N+:8]([O-])=O)[CH:5]=[CH:4][C:3]=1[N:11]1[CH2:14][CH:13]([OH:15])[CH2:12]1. The catalyst is C(O)C.[Pd]. The product is [NH2:8][C:6]1[CH:5]=[CH:4][C:3]([N:11]2[CH2:12][CH:13]([OH:15])[CH2:14]2)=[C:2]([F:1])[CH:7]=1. The yield is 0.800.